This data is from Reaction yield outcomes from USPTO patents with 853,638 reactions. The task is: Predict the reaction yield, written as a fraction of the theoretical maximum amount of product (1.0 means a 100% yield; for example, 0.34 means a 34% yield). (1) The reactants are [OH:1][C:2]1[CH:11]=[C:10]2[C:5]([C:6]([O:12][C:13]3[CH:14]=[C:15]4[C:19](=[CH:20][CH:21]=3)[NH:18][CH:17]=[CH:16]4)=[N:7][CH:8]=[N:9]2)=[CH:4][C:3]=1[O:22][CH3:23].C(=O)([O-])[O-].[K+].[K+].[Br:30][CH2:31][CH2:32][CH2:33]Br. The catalyst is CN(C=O)C. The product is [Br:30][CH2:31][CH2:32][CH2:33][O:1][C:2]1[CH:11]=[C:10]2[C:5]([C:6]([O:12][C:13]3[CH:14]=[C:15]4[C:19](=[CH:20][CH:21]=3)[NH:18][CH:17]=[CH:16]4)=[N:7][CH:8]=[N:9]2)=[CH:4][C:3]=1[O:22][CH3:23]. The yield is 0.660. (2) The reactants are [Br:1][C:2]1[CH:10]=[C:9]2[C:5]([CH:6]=[C:7]([C:14](OCC)=O)[N:8]2[CH2:11][C:12]#[N:13])=[CH:4][CH:3]=1.[H-].[Al+3].[Li+].[H-].[H-].[H-].C(C(C(C([O-])=O)O)O)([O-])=O.[K+].[Na+].C(OCC)(=O)C. The catalyst is CCOCC. The product is [Br:1][C:2]1[CH:3]=[CH:4][C:5]2[CH:6]=[C:7]3[CH2:14][NH:13][CH2:12][CH2:11][N:8]3[C:9]=2[CH:10]=1. The yield is 0.440. (3) The reactants are [CH:1]1([NH:4][C:5](=[O:46])[NH:6][C:7]2[CH:44]=[CH:43][C:10]([O:11][C:12]3[CH:17]=[CH:16][N:15]=[C:14]4[CH:18]=[C:19]([C:21]5[N:26]=[CH:25][C:24]([CH2:27][N:28]6[CH2:33][CH2:32][N:31]([CH2:34][CH2:35][CH2:36][CH2:37][C:38]([O:40]CC)=[O:39])[CH2:30][CH2:29]6)=[CH:23][CH:22]=5)[S:20][C:13]=34)=[C:9]([F:45])[CH:8]=2)[CH2:3][CH2:2]1.[OH-].[Na+]. The catalyst is CO.C1COCC1. The product is [CH:1]1([NH:4][C:5](=[O:46])[NH:6][C:7]2[CH:44]=[CH:43][C:10]([O:11][C:12]3[CH:17]=[CH:16][N:15]=[C:14]4[CH:18]=[C:19]([C:21]5[N:26]=[CH:25][C:24]([CH2:27][N:28]6[CH2:29][CH2:30][N:31]([CH2:34][CH2:35][CH2:36][CH2:37][C:38]([OH:40])=[O:39])[CH2:32][CH2:33]6)=[CH:23][CH:22]=5)[S:20][C:13]=34)=[C:9]([F:45])[CH:8]=2)[CH2:3][CH2:2]1. The yield is 0.730.